This data is from Full USPTO retrosynthesis dataset with 1.9M reactions from patents (1976-2016). The task is: Predict the reactants needed to synthesize the given product. (1) Given the product [CH3:109][C:82]1[CH:83]=[CH:84][C:85]([S:105]([NH:59][C@H:60]([C:70]([NH:11][CH2:10][CH2:9][CH2:8][CH2:7][C@H:6]([N:5]([S:32]([C:35]2[CH:36]=[CH:37][C:38]([CH3:41])=[CH:39][CH:40]=2)(=[O:33])=[O:34])[CH2:1][CH:2]([CH3:4])[CH3:3])[C:29]([OH:31])=[O:30])=[O:72])[CH2:61][O:62][CH2:63][C:64]2[CH:65]=[CH:66][CH:67]=[CH:68][CH:69]=2)(=[O:107])=[O:106])=[CH:86][CH:87]=1, predict the reactants needed to synthesize it. The reactants are: [CH2:1]([N:5]([S:32]([C:35]1[CH:40]=[CH:39][C:38]([CH3:41])=[CH:37][CH:36]=1)(=[O:34])=[O:33])[C@H:6]([C:29]([OH:31])=[O:30])[CH2:7][CH2:8][CH2:9][CH2:10][NH:11]C(OCC1C2C=CC=CC=2C2C1=CC=CC=2)=O)[CH:2]([CH3:4])[CH3:3].C1C2C(COC([NH:59][C@H:60]([C:70]([OH:72])=O)[CH2:61][O:62][CH2:63][C:64]3[CH:69]=[CH:68][CH:67]=[CH:66][CH:65]=3)=O)C3C(=CC=CC=3)C=2C=CC=1.C1CCC(N=C=N[CH:82]2[CH2:87][CH2:86][CH2:85][CH2:84][CH2:83]2)CC1.C1C=CC2N(O)N=NC=2C=1.CC1C=CC([S:105](Cl)(=[O:107])=[O:106])=CC=1.[C:109](O)(C(F)(F)F)=O. (2) Given the product [C:37]1([C:22]2[C:23]([N:24]3[CH2:25][CH2:26][N:27]([C:30]([O:32][C:33]([CH3:36])([CH3:35])[CH3:34])=[O:31])[CH2:28][CH2:29]3)=[C:18]3[CH:17]=[N:16][NH:15][C:19]3=[N:20][CH:21]=2)[CH:38]=[CH:39][CH:40]=[CH:41][CH:42]=1, predict the reactants needed to synthesize it. The reactants are: C(O)(C(F)(F)F)=O.COC1C=CC(C[N:15]2[C:19]3=[N:20][CH:21]=[C:22]([C:37]4[CH:42]=[CH:41][CH:40]=[CH:39][CH:38]=4)[C:23]([N:24]4[CH2:29][CH2:28][N:27]([C:30]([O:32][C:33]([CH3:36])([CH3:35])[CH3:34])=[O:31])[CH2:26][CH2:25]4)=[C:18]3[CH:17]=[N:16]2)=CC=1.[Li+].[OH-].CC(OC(OC(OC(C)(C)C)=O)=O)(C)C. (3) The reactants are: [Cl:1][C:2]1[CH:3]=[C:4]([C:9]2[C:21]([O:22][CH3:23])=[CH:20][C:12]([C:13]([NH:15][S:16]([CH3:19])(=[O:18])=[O:17])=[O:14])=[C:11]([F:24])[CH:10]=2)[CH:5]=[N:6][C:7]=1F.C(=O)([O-])[O-].[Cs+].[Cs+].[Cl:31][C:32]1[CH:37]=[CH:36][C:35]([CH3:38])=[CH:34][C:33]=1[OH:39]. Given the product [Cl:1][C:2]1[CH:3]=[C:4]([C:9]2[C:21]([O:22][CH3:23])=[CH:20][C:12]([C:13]([NH:15][S:16]([CH3:19])(=[O:18])=[O:17])=[O:14])=[C:11]([F:24])[CH:10]=2)[CH:5]=[N:6][C:7]=1[O:39][C:33]1[CH:34]=[C:35]([CH3:38])[CH:36]=[CH:37][C:32]=1[Cl:31], predict the reactants needed to synthesize it.